Dataset: Full USPTO retrosynthesis dataset with 1.9M reactions from patents (1976-2016). Task: Predict the reactants needed to synthesize the given product. Given the product [Cl:1][C:2]1[C:3]([NH:23][C:24]2[CH:28]=[C:27]([CH3:29])[NH:26][N:25]=2)=[N:4][C:5]([NH:8][C:9]2[C:10]([F:22])=[CH:11][C:12]([CH:16]3[CH2:17][CH2:18][N:19]([CH2:34][CH:32]([OH:33])[C:31]([F:36])([F:35])[F:30])[CH2:20][CH2:21]3)=[C:13]([CH3:15])[CH:14]=2)=[N:6][CH:7]=1, predict the reactants needed to synthesize it. The reactants are: [Cl:1][C:2]1[C:3]([NH:23][C:24]2[CH:28]=[C:27]([CH3:29])[NH:26][N:25]=2)=[N:4][C:5]([NH:8][C:9]2[CH:14]=[C:13]([CH3:15])[C:12]([CH:16]3[CH2:21][CH2:20][NH:19][CH2:18][CH2:17]3)=[CH:11][C:10]=2[F:22])=[N:6][CH:7]=1.[F:30][C:31]([F:36])([F:35])[CH:32]1[CH2:34][O:33]1.